From a dataset of Reaction yield outcomes from USPTO patents with 853,638 reactions. Predict the reaction yield, written as a fraction of the theoretical maximum amount of product (1.0 means a 100% yield; for example, 0.34 means a 34% yield). (1) The reactants are [Br:1][C:2]1[CH:10]=[C:6]([C:7]([OH:9])=O)[C:5]([OH:11])=[CH:4][CH:3]=1.[F:12][C:13]([F:22])([F:21])[C:14]1[CH:15]=[C:16]([CH:18]=[CH:19][CH:20]=1)[NH2:17]. No catalyst specified. The product is [F:12][C:13]([F:21])([F:22])[C:14]1[CH:15]=[C:16]([NH:17][C:7](=[O:9])[C:6]2[CH:10]=[C:2]([Br:1])[CH:3]=[CH:4][C:5]=2[OH:11])[CH:18]=[CH:19][CH:20]=1. The yield is 0.503. (2) The reactants are [CH3:1][C:2]([O:5][C@H:6]([CH3:25])[C@@H:7]([C:21]([O:23][CH3:24])=[O:22])[NH:8][C:9]([C:11]1[CH:16]=[CH:15][C:14]([F:17])=[CH:13][C:12]=1[N+:18]([O-])=O)=[O:10])([CH3:4])[CH3:3]. The catalyst is [Pd].C(O)C. The product is [NH2:18][C:12]1[CH:13]=[C:14]([F:17])[CH:15]=[CH:16][C:11]=1[C:9]([NH:8][C@H:7]([C:21]([O:23][CH3:24])=[O:22])[C@@H:6]([CH3:25])[O:5][C:2]([CH3:3])([CH3:4])[CH3:1])=[O:10]. The yield is 0.990. (3) The yield is 0.900. The reactants are [Cl-].[C:2]([C:4]1[C:16]([N+:17]([O-])=O)=[CH:15][CH:14]=[CH:13][C:5]=1[O:6][CH2:7][C@@H:8]1[CH2:12][CH2:11][CH2:10][NH2+:9]1)#[N:3].[C:20](Cl)(=[O:24])[CH2:21][CH2:22][CH3:23]. The product is [NH2:17][C:16]1[CH:15]=[CH:14][CH:13]=[C:5]([O:6][CH2:7][C@@H:8]2[CH2:12][CH2:11][CH2:10][N:9]2[C:20](=[O:24])[CH2:21][CH2:22][CH3:23])[C:4]=1[C:2]#[N:3]. No catalyst specified. (4) The reactants are C(OC(=O)[NH:7][CH2:8][C:9]#[C:10][C:11]1[CH:12]=[N:13][C:14]([NH2:29])=[C:15]([O:17][CH:18]([C:20]2[C:25]([Cl:26])=[CH:24][CH:23]=[C:22]([F:27])[C:21]=2[Cl:28])[CH3:19])[CH:16]=1)(C)(C)C. The catalyst is C(O)(C(F)(F)F)=O.ClCCl. The product is [NH2:7][CH2:8][C:9]#[C:10][C:11]1[CH:16]=[C:15]([O:17][CH:18]([C:20]2[C:25]([Cl:26])=[CH:24][CH:23]=[C:22]([F:27])[C:21]=2[Cl:28])[CH3:19])[C:14]([NH2:29])=[N:13][CH:12]=1. The yield is 0.930. (5) The reactants are [NH:1]([C:3]1[N:8]=[CH:7][C:6]([C:9]([O:11][C:12]([CH3:15])([CH3:14])[CH3:13])=[O:10])=[CH:5][CH:4]=1)[NH2:2].O=[C:17]1[CH2:21][S:20][CH2:19][CH:18]1[C:22](OC)=[O:23]. No catalyst specified. The product is [O:23]=[C:22]1[N:1]([C:3]2[N:8]=[CH:7][C:6]([C:9]([O:11][C:12]([CH3:15])([CH3:14])[CH3:13])=[O:10])=[CH:5][CH:4]=2)[NH:2][C:17]2[CH2:21][S:20][CH2:19][C:18]1=2. The yield is 0.610. (6) The yield is 0.940. The product is [F:25][C:22]1[CH:23]=[CH:24][C:19]([C:17]2[N:18]=[C:14]([CH:11]3[CH2:12][CH2:13][NH:8][CH2:9][CH2:10]3)[O:15][C:16]=2[C:26]2[CH:31]=[CH:30][CH:29]=[CH:28][CH:27]=2)=[CH:20][CH:21]=1. The catalyst is ClCCl. The reactants are C(OC([N:8]1[CH2:13][CH2:12][CH:11]([C:14]2[O:15][C:16]([C:26]3[CH:31]=[CH:30][CH:29]=[CH:28][CH:27]=3)=[C:17]([C:19]3[CH:24]=[CH:23][C:22]([F:25])=[CH:21][CH:20]=3)[N:18]=2)[CH2:10][CH2:9]1)=O)(C)(C)C.FC(F)(F)C(O)=O. (7) The catalyst is C1COCC1. The product is [CH2:46]([O:45][C:41](=[O:44])[CH:42]([C:2]1[CH:7]=[CH:6][C:5]([NH:8][C:9]([C:11]2[NH:15][C:14]([C:16]#[N:17])=[CH:13][N:12]=2)=[O:10])=[C:4]([C:18]2[CH2:23][CH2:22][C:21]([CH3:25])([CH3:24])[CH2:20][CH:19]=2)[CH:3]=1)[OH:43])[CH3:47]. The reactants are Br[C:2]1[CH:7]=[CH:6][C:5]([NH:8][C:9]([C:11]2[NH:12][CH:13]=[C:14]([C:16]#[N:17])[N:15]=2)=[O:10])=[C:4]([C:18]2[CH2:23][CH2:22][C:21]([CH3:25])([CH3:24])[CH2:20][CH:19]=2)[CH:3]=1.C([Mg]Cl)(C)C.[Li]C(C)(C)C.CCCCC.[C:41]([O:45][CH2:46][CH3:47])(=[O:44])[CH:42]=[O:43].C1(C)C=CC=CC=1. The yield is 0.500. (8) The product is [CH3:22][N:23]([CH3:28])[S:24]([N:1]1[CH2:2][CH2:3][CH:4]([NH:7][C:8]([O:9][C:10]([CH3:11])([CH3:13])[CH3:12])=[O:14])[CH2:5][CH2:6]1)(=[O:26])=[O:25]. The reactants are [NH:1]1[CH2:6][CH2:5][CH:4]([NH:7][C:8](=[O:14])[O:9][C:10]([CH3:13])([CH3:12])[CH3:11])[CH2:3][CH2:2]1.C(N(CC)CC)C.[CH3:22][N:23]([CH3:28])[S:24](Cl)(=[O:26])=[O:25].C(OCC)(=O)C. The catalyst is ClCCl. The yield is 0.850. (9) The reactants are [NH2:1][C:2]1[N:3]=[C:4]([Cl:23])[C:5]2[CH2:10][C:9](=[O:11])[N:8]([CH2:12][C:13]3[C:18]([CH3:19])=[C:17]([O:20][CH3:21])[C:16]([CH3:22])=[CH:15][N:14]=3)[C:6]=2[N:7]=1.[Cl:24][C:25]1[NH:26][C:27]([CH:41]=O)=[C:28]([CH3:40])[C:29]=1[C:30]([NH:32][CH2:33][CH2:34][N:35]1[CH2:39][CH2:38][CH2:37][CH2:36]1)=[O:31].N1CCCCC1. The catalyst is CCO. The product is [NH2:1][C:2]1[N:3]=[C:4]([Cl:23])[C:5]2=[C:6]([N:8]([CH2:12][C:13]3[C:18]([CH3:19])=[C:17]([O:20][CH3:21])[C:16]([CH3:22])=[CH:15][N:14]=3)[C:9](=[O:11])/[C:10]/2=[CH:41]\[C:27]2[NH:26][C:25]([Cl:24])=[C:29]([C:30]([NH:32][CH2:33][CH2:34][N:35]3[CH2:36][CH2:37][CH2:38][CH2:39]3)=[O:31])[C:28]=2[CH3:40])[N:7]=1. The yield is 0.430. (10) The reactants are [OH:1][CH:2]([CH:4]1[CH2:9][CH2:8][N:7]([C:10]([O:12][CH2:13][C:14]2[CH:19]=[CH:18][CH:17]=[CH:16][CH:15]=2)=[O:11])[CH2:6][CH2:5]1)[CH3:3].CCN(CC)CC.[CH3:27][S:28](Cl)(=[O:30])=[O:29]. The catalyst is C(Cl)Cl. The product is [CH3:27][S:28]([O:1][CH:2]([CH:4]1[CH2:5][CH2:6][N:7]([C:10]([O:12][CH2:13][C:14]2[CH:15]=[CH:16][CH:17]=[CH:18][CH:19]=2)=[O:11])[CH2:8][CH2:9]1)[CH3:3])(=[O:30])=[O:29]. The yield is 0.880.